This data is from Reaction yield outcomes from USPTO patents with 853,638 reactions. The task is: Predict the reaction yield, written as a fraction of the theoretical maximum amount of product (1.0 means a 100% yield; for example, 0.34 means a 34% yield). (1) The reactants are [Br:1][C:2]1[S:3][CH:4]=[CH:5][C:6]=1[C:7]([OH:9])=[O:8].[C:10](Cl)(=O)C(Cl)=O. The catalyst is C(Cl)Cl.CN(C=O)C. The product is [Br:1][C:2]1[S:3][CH:4]=[CH:5][C:6]=1[C:7]([O:9][CH3:10])=[O:8]. The yield is 0.980. (2) The reactants are CC[N:3]([CH:7](C)C)C(C)C.[C:10]([OH:18])(=O)[C:11]1[CH:16]=[CH:15][CH:14]=[CH:13][CH:12]=1.CCN=C=NCCC[N:27]([CH3:29])C.C1C=CC2N([OH:39])N=NC=2C=1.[NH2:40][CH2:41][C:42]([N:44]1[CH2:49][CH2:48][N:47]([C:50](=[O:61])[C:51]2[CH:56]=[CH:55][CH:54]=[CH:53][C:52]=2[C:57]([F:60])([F:59])[F:58])[CH2:46][CH2:45]1)=[O:43].Cl. The catalyst is CN(C=O)C.O. The product is [O:39]1[CH:7]=[N:3][N:27]=[C:29]1[C:14]1[CH:13]=[CH:12][C:11]([C:10]([NH:40][CH2:41][C:42](=[O:43])[N:44]2[CH2:45][CH2:46][N:47]([C:50](=[O:61])[C:51]3[CH:56]=[CH:55][CH:54]=[CH:53][C:52]=3[C:57]([F:60])([F:58])[F:59])[CH2:48][CH2:49]2)=[O:18])=[CH:16][CH:15]=1. The yield is 0.540. (3) The reactants are Br[C:2]1[CH:3]=[CH:4][C:5]2[O:14][CH2:13][CH2:12][C:11]3[S:10][C:9]([C:15]4[N:16]([CH:20]([CH3:22])[CH3:21])[N:17]=[CH:18][N:19]=4)=[N:8][C:7]=3[C:6]=2[CH:23]=1.[CH3:24][C:25]1[C:30](B(O)O)=[CH:29][CH:28]=[CH:27][N:26]=1.C([O-])(=O)C.[K+].CN(C=O)C. The catalyst is C1C=CC([P]([Pd]([P](C2C=CC=CC=2)(C2C=CC=CC=2)C2C=CC=CC=2)([P](C2C=CC=CC=2)(C2C=CC=CC=2)C2C=CC=CC=2)[P](C2C=CC=CC=2)(C2C=CC=CC=2)C2C=CC=CC=2)(C2C=CC=CC=2)C2C=CC=CC=2)=CC=1.O. The product is [CH:20]([N:16]1[C:15]([C:9]2[S:10][C:11]3[CH2:12][CH2:13][O:14][C:5]4[CH:4]=[CH:3][C:2]([C:30]5[C:25]([CH3:24])=[N:26][CH:27]=[CH:28][CH:29]=5)=[CH:23][C:6]=4[C:7]=3[N:8]=2)=[N:19][CH:18]=[N:17]1)([CH3:22])[CH3:21]. The yield is 0.280.